From a dataset of Forward reaction prediction with 1.9M reactions from USPTO patents (1976-2016). Predict the product of the given reaction. (1) The product is: [Cl:1][C:2]1[CH:3]=[CH:4][C:5]2[O:9][C:8]([CH:10]([NH:20][C:21]3[CH:22]=[CH:23][C:24]([C:27]([N:29]([CH3:37])[CH2:30][CH2:31][C:32]([OH:34])=[O:33])=[O:28])=[CH:25][CH:26]=3)[CH:11]3[CH2:16][CH2:15][CH2:14][CH2:13][CH2:12]3)=[C:7]([CH3:18])[C:6]=2[CH:19]=1. Given the reactants [Cl:1][C:2]1[CH:3]=[CH:4][C:5]2[O:9][C:8]([CH:10](Cl)[CH:11]3[CH2:16][CH2:15][CH2:14][CH2:13][CH2:12]3)=[C:7]([CH3:18])[C:6]=2[CH:19]=1.[NH2:20][C:21]1[CH:26]=[CH:25][C:24]([C:27]([N:29]([CH3:37])[CH2:30][CH2:31][C:32]([O:34]CC)=[O:33])=[O:28])=[CH:23][CH:22]=1.[I-].[Na+].C(=O)([O-])[O-].[Na+].[Na+].Cl, predict the reaction product. (2) Given the reactants C1(OC)C=CC=CC=1.[NH2:9][C:10]1[C:15]([Br:16])=[CH:14][C:13]([CH3:17])=[CH:12][N:11]=1.[Br:18][C:19]1[CH:24]=[CH:23][CH:22]=[CH:21][C:20]=1I.C(=O)([O-])[O-].[Cs+].[Cs+], predict the reaction product. The product is: [Br:16][C:15]1[C:10]([NH:9][C:20]2[CH:21]=[CH:22][CH:23]=[CH:24][C:19]=2[Br:18])=[N:11][CH:12]=[C:13]([CH3:17])[CH:14]=1. (3) The product is: [Cl:1][C:2]1[CH:7]=[C:6]([N:8]([CH3:9])[CH3:10])[C:5]([F:11])=[CH:4][C:3]=1[C:12]1[CH:17]=[CH:16][N:15]=[C:14]([NH:18][CH:19]([CH:22]2[CH2:23][CH2:24]2)[CH2:20][CH3:21])[C:13]=1[NH2:25]. Given the reactants [Cl:1][C:2]1[CH:7]=[C:6]([N:8]([CH3:10])[CH3:9])[C:5]([F:11])=[CH:4][C:3]=1[C:12]1[CH:17]=[CH:16][N:15]=[C:14]([NH:18][CH:19]([CH:22]2[CH2:24][CH2:23]2)[CH2:20][CH3:21])[C:13]=1[N+:25]([O-])=O.Cl[Sn]Cl.O, predict the reaction product. (4) Given the reactants Br[C:2]1[CH:10]=[CH:9][CH:8]=[C:7]2[C:3]=1[C:4]([CH:29]=[O:30])=[C:5]([C:25]([O:27][CH3:28])=[O:26])[N:6]2[CH2:11][CH2:12][CH2:13][O:14][C:15]1[C:24]2[C:19](=[CH:20][CH:21]=[CH:22][CH:23]=2)[CH:18]=[CH:17][CH:16]=1.[C:31]1([CH3:40])[CH:36]=[CH:35][CH:34]=[CH:33][C:32]=1B(O)O.F[B-](F)(F)F.C([PH+](C(C)(C)C)C(C)(C)C)(C)(C)C.[F-].[Cs+], predict the reaction product. The product is: [CH:29]([C:4]1[C:3]2[C:7](=[CH:8][CH:9]=[CH:10][C:2]=2[C:32]2[CH:33]=[CH:34][CH:35]=[CH:36][C:31]=2[CH3:40])[N:6]([CH2:11][CH2:12][CH2:13][O:14][C:15]2[C:24]3[C:19](=[CH:20][CH:21]=[CH:22][CH:23]=3)[CH:18]=[CH:17][CH:16]=2)[C:5]=1[C:25]([O:27][CH3:28])=[O:26])=[O:30]. (5) Given the reactants C([O:8][C:9]1[CH:35]=[CH:34][C:12]([C:13]([NH:15][NH:16][C:17]([C@@:19]2([CH3:33])[CH2:23][O:22][C:21]([CH3:25])([CH3:24])[N:20]2[C:26]([O:28][C:29]([CH3:32])([CH3:31])[CH3:30])=[O:27])=[O:18])=[O:14])=[CH:11][C:10]=1[C:36]([F:39])([F:38])[F:37])C1C=CC=CC=1, predict the reaction product. The product is: [OH:8][C:9]1[CH:35]=[CH:34][C:12]([C:13]([NH:15][NH:16][C:17]([C@@:19]2([CH3:33])[CH2:23][O:22][C:21]([CH3:24])([CH3:25])[N:20]2[C:26]([O:28][C:29]([CH3:32])([CH3:30])[CH3:31])=[O:27])=[O:18])=[O:14])=[CH:11][C:10]=1[C:36]([F:38])([F:39])[F:37]. (6) Given the reactants [CH:1]1([CH2:4][CH2:5][NH:6][C:7]([C:9]2[N:10]=[N:11][C:12](Cl)=[CH:13][CH:14]=2)=[O:8])[CH2:3][CH2:2]1.[N:16]1([C:22]([CH:24]2[CH2:26][CH:25]2[CH3:27])=[O:23])[CH2:21][CH2:20][NH:19][CH2:18][CH2:17]1, predict the reaction product. The product is: [CH:1]1([CH2:4][CH2:5][NH:6][C:7]([C:9]2[N:10]=[N:11][C:12]([N:19]3[CH2:20][CH2:21][N:16]([C:22]([CH:24]4[CH2:26][CH:25]4[CH3:27])=[O:23])[CH2:17][CH2:18]3)=[CH:13][CH:14]=2)=[O:8])[CH2:3][CH2:2]1. (7) Given the reactants [Br:1][CH2:2][C:3]([C:5]1[CH:6]=[CH:7][C:8]2[C:17]3[CH:16]=[C:15]4[CH2:18][CH2:19][CH2:20][C:21](=[O:22])[C:14]4=[CH:13][C:12]=3[O:11][CH2:10][C:9]=2[CH:23]=1)=[O:4].[Br-:24].[Br-].[Br-].[NH+]1C=CC=CC=1.[NH+]1C=CC=CC=1.[NH+]1C=CC=CC=1.ClCCl, predict the reaction product. The product is: [Br:24][CH:20]1[CH2:19][CH2:18][C:15]2=[CH:16][C:17]3[C:8]4[CH:7]=[CH:6][C:5]([C:3](=[O:4])[CH2:2][Br:1])=[CH:23][C:9]=4[CH2:10][O:11][C:12]=3[CH:13]=[C:14]2[C:21]1=[O:22].